This data is from Catalyst prediction with 721,799 reactions and 888 catalyst types from USPTO. The task is: Predict which catalyst facilitates the given reaction. (1) Reactant: [C:1]([C:3]1[CH:4]=[C:5]([CH2:9][C:10]([OH:12])=[O:11])[CH:6]=[CH:7][CH:8]=1)#[N:2].S(Cl)(Cl)=O.[CH3:17]N(C)C=O.O. Product: [C:1]([C:3]1[CH:4]=[C:5]([CH2:9][C:10]([O:12][CH3:17])=[O:11])[CH:6]=[CH:7][CH:8]=1)#[N:2]. The catalyst class is: 5. (2) Reactant: Br[C:2]1[N:3]=[C:4]([NH2:16])[C:5]2[N:6]([N:8]=[C:9]([C:11]3[O:12][CH:13]=[CH:14][CH:15]=3)[N:10]=2)[CH:7]=1.[C:17]([O:21][C:22]([N:24]1[CH2:29][CH:28]=[C:27](B2OC(C)(C)C(C)(C)O2)[CH2:26][CH2:25]1)=[O:23])([CH3:20])([CH3:19])[CH3:18].C([O-])([O-])=O.[Na+].[Na+]. Product: [C:17]([O:21][C:22]([N:24]1[CH2:25][CH:26]=[C:27]([C:2]2[N:3]=[C:4]([NH2:16])[C:5]3[N:6]([N:8]=[C:9]([C:11]4[O:12][CH:13]=[CH:14][CH:15]=4)[N:10]=3)[CH:7]=2)[CH2:28][CH2:29]1)=[O:23])([CH3:20])([CH3:18])[CH3:19]. The catalyst class is: 3. (3) Reactant: [O:1]=[C:2]1[C:8]2[CH:9]=[CH:10][C:11]([N:13]3[CH2:17][C@H:16]([CH2:18][O:19][C:20]4[CH:25]=[CH:24][CH:23]=[CH:22][N:21]=4)[O:15][C:14]3=[O:26])=[CH:12][C:7]=2[CH2:6][CH2:5][CH2:4][CH2:3]1.CO[CH:29](OC)[N:30]([CH3:32])[CH3:31]. Product: [CH3:29][N:30]([CH:32]=[C:3]1[CH2:4][CH2:5][CH2:6][C:7]2[CH:12]=[C:11]([N:13]3[CH2:17][C@H:16]([CH2:18][O:19][C:20]4[CH:25]=[CH:24][CH:23]=[CH:22][N:21]=4)[O:15][C:14]3=[O:26])[CH:10]=[CH:9][C:8]=2[C:2]1=[O:1])[CH3:31]. The catalyst class is: 259. (4) The catalyst class is: 1. Reactant: [O:1]1[CH2:5][CH2:4][O:3][CH:2]1[CH2:6][CH2:7][CH2:8][CH2:9][CH2:10][CH2:11][CH2:12][CH2:13][O:14][C:15]1[CH:16]=[C:17]([CH:20]=[CH:21][CH:22]=1)[CH:18]=[O:19].[S:23]1[CH:27]=[CH:26][CH:25]=[C:24]1[Mg]Br. Product: [O:1]1[CH2:5][CH2:4][O:3][CH:2]1[CH2:6][CH2:7][CH2:8][CH2:9][CH2:10][CH2:11][CH2:12][CH2:13][O:14][C:15]1[CH:16]=[C:17]([CH:18]([C:24]2[S:23][CH:27]=[CH:26][CH:25]=2)[OH:19])[CH:20]=[CH:21][CH:22]=1. (5) Reactant: [C:1](Cl)(=[O:6])[C:2]([CH3:5])([CH3:4])[CH3:3].[C:8]([C:12]1[CH:38]=[CH:37][C:15]([CH2:16][O:17][C:18]2[CH:19]=[C:20]([CH:34]=[CH:35][CH:36]=2)[C:21]([NH:23][C:24]2[CH:29]=[CH:28][CH:27]=[CH:26][C:25]=2[S:30](=[O:33])(=[O:32])[NH2:31])=[O:22])=[CH:14][CH:13]=1)([CH3:11])([CH3:10])[CH3:9]. Product: [C:8]([C:12]1[CH:38]=[CH:37][C:15]([CH2:16][O:17][C:18]2[CH:19]=[C:20]([CH:34]=[CH:35][CH:36]=2)[C:21]([NH:23][C:24]2[CH:29]=[CH:28][CH:27]=[CH:26][C:25]=2[S:30]([NH:31][C:1](=[O:6])[C:2]([CH3:5])([CH3:4])[CH3:3])(=[O:32])=[O:33])=[O:22])=[CH:14][CH:13]=1)([CH3:11])([CH3:9])[CH3:10]. The catalyst class is: 367. (6) Reactant: [C:1]([O:5][C:6](=[O:18])[NH:7][C@H:8]1[CH2:16][C:15]2[C:10](=[CH:11][CH:12]=[C:13]([Br:17])[CH:14]=2)[CH2:9]1)([CH3:4])([CH3:3])[CH3:2].[H-].[Na+].[CH2:21](Br)[CH2:22][CH3:23]. Product: [C:1]([O:5][C:6](=[O:18])[N:7]([C@H:8]1[CH2:16][C:15]2[C:10](=[CH:11][CH:12]=[C:13]([Br:17])[CH:14]=2)[CH2:9]1)[CH2:21][CH2:22][CH3:23])([CH3:4])([CH3:2])[CH3:3]. The catalyst class is: 9.